From a dataset of Forward reaction prediction with 1.9M reactions from USPTO patents (1976-2016). Predict the product of the given reaction. (1) Given the reactants [O:1]=[C:2]1[CH2:9][CH2:8][C:5]2([CH2:7][CH2:6]2)[CH:4]=[C:3]1[C:10]#[N:11].N#N, predict the reaction product. The product is: [O:1]=[C:2]1[CH2:9][CH2:8][C:5]2([CH2:6][CH2:7]2)[CH2:4][CH:3]1[C:10]#[N:11]. (2) Given the reactants [Cl:1][C:2]1[CH:9]=[CH:8][C:5]([CH:6]=O)=[CH:4][CH:3]=1.[N+:10]([CH2:13][CH3:14])([O-:12])=[O:11].N1CCCCC1, predict the reaction product. The product is: [Cl:1][C:2]1[CH:9]=[CH:8][C:5](/[CH:6]=[C:13](/[N+:10]([O-:12])=[O:11])\[CH3:14])=[CH:4][CH:3]=1. (3) Given the reactants [CH:1]1([OH:12])[CH:6]([OH:7])[CH:5]([OH:8])[CH:4]([OH:9])[CH:3]([OH:10])[CH:2]1[OH:11].C(O)[C@H]1O[C@H](OC[C@H]2O[C@H](O[C@]3(CO)O[C@H](CO)[C@@H](O)[C@@H]3O)[C@H](O)[C@@H](O)[C@@H]2O)[C@H](O)[C@@H](O)[C@H]1O, predict the reaction product. The product is: [O:7]=[CH:6][C@@H:5]([C@H:4]([C@@H:3]([C@@H:2]([CH2:1][OH:12])[OH:11])[OH:10])[OH:9])[OH:8]. (4) Given the reactants C(OC(=O)C)(=O)C.[N:8]1([CH2:17][CH:18]([OH:35])[CH2:19][O:20][C:21]2[CH:26]=[CH:25][C:24]([CH2:27][CH2:28][CH2:29][CH2:30][CH2:31][CH2:32][CH2:33][CH3:34])=[CH:23][CH:22]=2)[C:16]2[C:11](=[CH:12][CH:13]=[CH:14][CH:15]=2)[CH:10]=[CH:9]1.C(=O)([O-])O.[Na+].[Na+].[Cl-], predict the reaction product. The product is: [N:8]1([CH2:17][C:18](=[O:35])[CH2:19][O:20][C:21]2[CH:22]=[CH:23][C:24]([CH2:27][CH2:28][CH2:29][CH2:30][CH2:31][CH2:32][CH2:33][CH3:34])=[CH:25][CH:26]=2)[C:16]2[C:11](=[CH:12][CH:13]=[CH:14][CH:15]=2)[CH:10]=[CH:9]1.